Dataset: Reaction yield outcomes from USPTO patents with 853,638 reactions. Task: Predict the reaction yield, written as a fraction of the theoretical maximum amount of product (1.0 means a 100% yield; for example, 0.34 means a 34% yield). (1) The reactants are C[O-].[Na+].Cl.[NH2:5][OH:6].C[O:8][C:9](=O)[CH2:10][CH2:11][CH2:12][CH2:13][CH2:14][NH:15][C:16](=[O:30])/[CH:17]=[CH:18]/[CH:19]=[CH:20]/[C:21]1[CH:26]=[CH:25][CH:24]=[CH:23][C:22]=1[N+:27]([O-:29])=[O:28]. The catalyst is CO. The product is [OH:6][NH:5][C:9]([CH2:10][CH2:11][CH2:12][CH2:13][CH2:14][NH:15][C:16](=[O:30])/[CH:17]=[CH:18]/[CH:19]=[CH:20]/[C:21]1[CH:26]=[CH:25][CH:24]=[CH:23][C:22]=1[N+:27]([O-:29])=[O:28])=[O:8]. The yield is 0.660. (2) The catalyst is CN(C=O)C. The product is [C:14]1([C:6]2[C:7]([C:8]3[CH:13]=[CH:12][CH:11]=[CH:10][CH:9]=3)=[C:2]([N:33]3[CH2:34][CH2:35][N:30]([C:25]4[CH:26]=[CH:27][CH:28]=[CH:29][N:24]=4)[CH2:31][CH2:32]3)[N:3]=[C:4]([C:20]([F:23])([F:22])[F:21])[N:5]=2)[CH:19]=[CH:18][CH:17]=[CH:16][CH:15]=1. The reactants are Cl[C:2]1[C:7]([C:8]2[CH:13]=[CH:12][CH:11]=[CH:10][CH:9]=2)=[C:6]([C:14]2[CH:19]=[CH:18][CH:17]=[CH:16][CH:15]=2)[N:5]=[C:4]([C:20]([F:23])([F:22])[F:21])[N:3]=1.[N:24]1[CH:29]=[CH:28][CH:27]=[CH:26][C:25]=1[N:30]1[CH2:35][CH2:34][NH:33][CH2:32][CH2:31]1.C(=O)([O-])[O-].[K+].[K+]. The yield is 0.697.